From a dataset of CYP2C19 inhibition data for predicting drug metabolism from PubChem BioAssay. Regression/Classification. Given a drug SMILES string, predict its absorption, distribution, metabolism, or excretion properties. Task type varies by dataset: regression for continuous measurements (e.g., permeability, clearance, half-life) or binary classification for categorical outcomes (e.g., BBB penetration, CYP inhibition). Dataset: cyp2c19_veith. (1) The compound is CCOC(=O)c1sc(NS(=O)(=O)c2ccccc2)nc1C. The result is 0 (non-inhibitor). (2) The molecule is Cc1cc2c(nc1C)CCCN2C[C@@H](O)CN1CCN(C)CC1. The result is 0 (non-inhibitor). (3) The molecule is COc1ccc(S(=O)(=O)N2CCC(C(=O)NCC3CCCO3)CC2)cc1C. The result is 0 (non-inhibitor). (4) The drug is COc1cc2c(c(OC)c1OC)-c1ccc(OC)c(=O)cc1[C@@H](NC(C)=O)CC2. The result is 1 (inhibitor). (5) The compound is COc1ccccc1CN1CCCC2(CCN(C(=O)c3cc(C(F)(F)F)cc(C(F)(F)F)c3)CC2)C1. The result is 0 (non-inhibitor). (6) The molecule is Cc1nc2sc3c(c2c(=N)n1N)CC(C)(C)OC3. The result is 1 (inhibitor). (7) The molecule is O=C(CSc1nnc(-c2ccncc2)n1Cc1ccccc1)Nc1nccs1. The result is 1 (inhibitor). (8) The molecule is Cc1ccc(C(=O)c2cn[nH]c2-c2cc(Cl)ccc2O)cc1. The result is 1 (inhibitor).